The task is: Regression. Given two drug SMILES strings and cell line genomic features, predict the synergy score measuring deviation from expected non-interaction effect.. This data is from NCI-60 drug combinations with 297,098 pairs across 59 cell lines. (1) Cell line: RXF 393. Drug 2: CCC1(C2=C(COC1=O)C(=O)N3CC4=CC5=C(C=CC(=C5CN(C)C)O)N=C4C3=C2)O.Cl. Drug 1: CN(CCCl)CCCl.Cl. Synergy scores: CSS=17.6, Synergy_ZIP=-8.42, Synergy_Bliss=-2.94, Synergy_Loewe=-30.1, Synergy_HSA=-1.95. (2) Drug 1: C1=CC(=CC=C1C#N)C(C2=CC=C(C=C2)C#N)N3C=NC=N3. Drug 2: CC1=CC=C(C=C1)C2=CC(=NN2C3=CC=C(C=C3)S(=O)(=O)N)C(F)(F)F. Cell line: SR. Synergy scores: CSS=4.93, Synergy_ZIP=3.16, Synergy_Bliss=4.60, Synergy_Loewe=1.68, Synergy_HSA=3.74. (3) Drug 1: C1=CC(=CC=C1CC(C(=O)O)N)N(CCCl)CCCl.Cl. Drug 2: CCC1(CC2CC(C3=C(CCN(C2)C1)C4=CC=CC=C4N3)(C5=C(C=C6C(=C5)C78CCN9C7C(C=CC9)(C(C(C8N6C=O)(C(=O)OC)O)OC(=O)C)CC)OC)C(=O)OC)O.OS(=O)(=O)O. Cell line: HCT-15. Synergy scores: CSS=16.8, Synergy_ZIP=0.362, Synergy_Bliss=4.11, Synergy_Loewe=-2.50, Synergy_HSA=-1.51. (4) Drug 1: CN1CCC(CC1)COC2=C(C=C3C(=C2)N=CN=C3NC4=C(C=C(C=C4)Br)F)OC. Drug 2: CN(CCCl)CCCl.Cl. Cell line: SW-620. Synergy scores: CSS=12.9, Synergy_ZIP=-9.63, Synergy_Bliss=-11.2, Synergy_Loewe=-12.6, Synergy_HSA=-12.6. (5) Drug 1: CC1=CC2C(CCC3(C2CCC3(C(=O)C)OC(=O)C)C)C4(C1=CC(=O)CC4)C. Drug 2: CCC1(CC2CC(C3=C(CCN(C2)C1)C4=CC=CC=C4N3)(C5=C(C=C6C(=C5)C78CCN9C7C(C=CC9)(C(C(C8N6C)(C(=O)OC)O)OC(=O)C)CC)OC)C(=O)OC)O.OS(=O)(=O)O. Cell line: IGROV1. Synergy scores: CSS=23.5, Synergy_ZIP=-6.07, Synergy_Bliss=7.85, Synergy_Loewe=-20.3, Synergy_HSA=6.41.